Dataset: Reaction yield outcomes from USPTO patents with 853,638 reactions. Task: Predict the reaction yield, written as a fraction of the theoretical maximum amount of product (1.0 means a 100% yield; for example, 0.34 means a 34% yield). The reactants are [NH:1]1[CH2:6][CH2:5][CH:4]([O:7][C:8](=[O:22])[NH:9][C:10]2[CH:15]=[CH:14][CH:13]=[CH:12][C:11]=2[C:16]2[CH:21]=[CH:20][CH:19]=[CH:18][CH:17]=2)[CH2:3][CH2:2]1.[C:23]([OH:27])(=[O:26])[CH:24]=[CH2:25]. The catalyst is C(Cl)Cl. The product is [C:11]1([C:16]2[CH:21]=[CH:20][CH:19]=[CH:18][CH:17]=2)[CH:12]=[CH:13][CH:14]=[CH:15][C:10]=1[NH:9][C:8]([O:7][CH:4]1[CH2:3][CH2:2][N:1]([CH2:25][CH2:24][C:23]([OH:27])=[O:26])[CH2:6][CH2:5]1)=[O:22]. The yield is 0.980.